This data is from Full USPTO retrosynthesis dataset with 1.9M reactions from patents (1976-2016). The task is: Predict the reactants needed to synthesize the given product. (1) The reactants are: [C:9](O[C:9]([O:11][C:12]([CH3:15])([CH3:14])[CH3:13])=[O:10])([O:11][C:12]([CH3:15])([CH3:14])[CH3:13])=[O:10].[C:16]1([S:22]([C:25]2[CH:26]=[C:27]3[C:31](=[CH:32][CH:33]=2)[NH:30][CH:29]=[C:28]3[CH2:34][CH2:35][NH2:36])(=[O:24])=[O:23])[CH:21]=[CH:20][CH:19]=[CH:18][CH:17]=1.C(N(CC)CC)C.CCOC(C)=O.CCCCCC. Given the product [C:16]1([S:22]([C:25]2[CH:26]=[C:27]3[C:31](=[CH:32][CH:33]=2)[NH:30][CH:29]=[C:28]3[CH2:34][CH2:35][NH:36][C:9](=[O:10])[O:11][C:12]([CH3:13])([CH3:14])[CH3:15])(=[O:24])=[O:23])[CH:17]=[CH:18][CH:19]=[CH:20][CH:21]=1, predict the reactants needed to synthesize it. (2) Given the product [C:1]([O:5][C:6]([NH:8][CH:9]([CH:13]([OH:15])[CH3:14])[C:10]([O:12][CH2:23][C:24]1[CH:29]=[CH:28][CH:27]=[CH:26][CH:25]=1)=[O:11])=[O:7])([CH3:4])([CH3:3])[CH3:2], predict the reactants needed to synthesize it. The reactants are: [C:1]([O:5][C:6]([NH:8][CH:9]([CH:13]([OH:15])[CH3:14])[C:10]([OH:12])=[O:11])=[O:7])([CH3:4])([CH3:3])[CH3:2].C([O-])([O-])=O.[K+].[K+].Br[CH2:23][C:24]1[CH:29]=[CH:28][CH:27]=[CH:26][CH:25]=1. (3) Given the product [Cl:1][C:2]1[N:3]=[C:4]([OH:19])[C:5]2[CH:11]=[CH:10][N:9]=[C:8]([C:12]3[N:13]=[CH:14][N:15]([CH3:17])[CH:16]=3)[C:6]=2[N:7]=1, predict the reactants needed to synthesize it. The reactants are: [Cl:1][C:2]1[N:3]=[C:4](Cl)[C:5]2[CH:11]=[CH:10][N:9]=[C:8]([C:12]3[N:13]=[CH:14][N:15]([CH3:17])[CH:16]=3)[C:6]=2[N:7]=1.[OH-:19].[Na+].Cl. (4) The reactants are: [ClH:1].[F:2][C:3]1[CH:8]=[C:7]([F:9])[CH:6]=[CH:5][C:4]=1[C:10]([CH:12]1[CH2:17][CH2:16][NH:15][CH2:14][CH2:13]1)=O.Cl.[NH2:19][OH:20].CN(C)CCO. Given the product [ClH:1].[F:2][C:3]1[CH:8]=[C:7]([F:9])[CH:6]=[CH:5][C:4]=1[C:10]([CH:12]1[CH2:17][CH2:16][NH:15][CH2:14][CH2:13]1)=[N:19][OH:20], predict the reactants needed to synthesize it. (5) Given the product [S:1]1[C:5]2[CH:6]=[C:7]([NH:10][C:11]3[N:12]=[N:13][C:14]([C:30]4[CH:29]=[CH:28][C:37]5[C:32](=[CH:33][CH:34]=[CH:35][CH:36]=5)[CH:31]=4)=[C:15]([C:17]4[CH:22]=[CH:21][C:20]([C:23]([F:26])([F:25])[F:24])=[CH:19][CH:18]=4)[CH:16]=3)[CH:8]=[CH:9][C:4]=2[N:3]=[CH:2]1, predict the reactants needed to synthesize it. The reactants are: [S:1]1[C:5]2[CH:6]=[C:7]([NH:10][C:11]3[N:12]=[N:13][C:14](Cl)=[C:15]([C:17]4[CH:22]=[CH:21][C:20]([C:23]([F:26])([F:25])[F:24])=[CH:19][CH:18]=4)[CH:16]=3)[CH:8]=[CH:9][C:4]=2[N:3]=[CH:2]1.[CH:28]1[C:37]2[C:32](=[CH:33][CH:34]=[CH:35][CH:36]=2)[CH:31]=[CH:30][C:29]=1B(O)O.C([O-])([O-])=O.[Na+].[Na+].C(COC)OC.